Dataset: Reaction yield outcomes from USPTO patents with 853,638 reactions. Task: Predict the reaction yield, written as a fraction of the theoretical maximum amount of product (1.0 means a 100% yield; for example, 0.34 means a 34% yield). (1) The reactants are [OH:1][C:2]1[CH:3]=[C:4]2[C:8](=[CH:9][CH:10]=1)[NH:7][C:6]([C:11]([OH:13])=O)=[CH:5]2.ON1C2C=CC=CC=2N=N1.Cl.CN(C)CCCN=C=NCC.[CH2:36]([N:43]1[CH2:48][CH2:47][CH:46]([NH2:49])[CH2:45][CH2:44]1)[C:37]1[CH:42]=[CH:41][CH:40]=[CH:39][CH:38]=1. The catalyst is CN(C)C=O.C(N(CC)CC)C. The product is [CH2:36]([N:43]1[CH2:48][CH2:47][CH:46]([NH:49][C:11]([C:6]2[NH:7][C:8]3[C:4]([CH:5]=2)=[CH:3][C:2]([OH:1])=[CH:10][CH:9]=3)=[O:13])[CH2:45][CH2:44]1)[C:37]1[CH:38]=[CH:39][CH:40]=[CH:41][CH:42]=1. The yield is 0.240. (2) The reactants are [CH3:1][C:2]1[N:6]([CH2:7][CH:8]=[CH:9][CH2:10][CH2:11][O:12]C2CCCCO2)[C:5](=[O:19])[O:4][N:3]=1.C1(C)C=CC(S(O)(=O)=O)=CC=1.C(=O)(O)[O-].[Na+]. The catalyst is CO. The product is [OH:12][CH2:11][CH2:10][CH:9]=[CH:8][CH2:7][N:6]1[C:5](=[O:19])[O:4][N:3]=[C:2]1[CH3:1]. The yield is 0.800. (3) The reactants are Br[C:2]1[CH:6]=[CH:5][O:4][C:3]=1[C:7]1[CH:12]=[CH:11][CH:10]=[CH:9][CH:8]=1.[B:13](OC(C)C)([O:18]C(C)C)[O:14]C(C)C.[Li]CCCC. The catalyst is C1COCC1.Cl. The product is [C:7]1([C:3]2[O:4][CH:5]=[CH:6][C:2]=2[B:13]([OH:18])[OH:14])[CH:12]=[CH:11][CH:10]=[CH:9][CH:8]=1. The yield is 0.400. (4) The reactants are [CH:1]([Si:4]([CH:35]([CH3:37])[CH3:36])([CH:32]([CH3:34])[CH3:33])[N:5]1[C:13]2[C:8](=[CH:9][C:10]([NH:14][C:15]([C:17]3[S:21][C:20]([C:22]4[CH:27]=[CH:26][C:25]([Cl:28])=[CH:24][CH:23]=4)=[N:19][C:18]=3[CH2:29][CH2:30]O)=[O:16])=[CH:11][CH:12]=2)[CH:7]=[CH:6]1)([CH3:3])[CH3:2].CCN(CC)CC. The catalyst is C(Cl)Cl.CCOC(C)=O.CS(Cl)(=O)=O. The product is [Cl:28][C:25]1[CH:26]=[CH:27][C:22]([C:20]2[S:21][C:17]3[C:15](=[O:16])[N:14]([C:10]4[CH:9]=[C:8]5[C:13](=[CH:12][CH:11]=4)[N:5]([Si:4]([CH:35]([CH3:37])[CH3:36])([CH:1]([CH3:2])[CH3:3])[CH:32]([CH3:34])[CH3:33])[CH:6]=[CH:7]5)[CH2:30][CH2:29][C:18]=3[N:19]=2)=[CH:23][CH:24]=1. The yield is 1.00.